From a dataset of TCR-epitope binding with 47,182 pairs between 192 epitopes and 23,139 TCRs. Binary Classification. Given a T-cell receptor sequence (or CDR3 region) and an epitope sequence, predict whether binding occurs between them. The epitope is ITEEVGHTDLMAAY. The TCR CDR3 sequence is CASSTGTGAKNIQYF. Result: 1 (the TCR binds to the epitope).